Task: Predict the reactants needed to synthesize the given product.. Dataset: Full USPTO retrosynthesis dataset with 1.9M reactions from patents (1976-2016) (1) Given the product [CH3:1][O:2][C:3]1[CH:11]=[CH:10][C:6]([C:7]([NH:60][C:51]2([C:49]([OH:50])=[O:48])[CH2:52][C:53]3[C:58](=[CH:57][CH:56]=[CH:55][CH:54]=3)[CH2:59]2)=[O:9])=[CH:5][C:4]=1[S:12][CH2:13][CH2:14][C:15]1[CH:16]=[C:17]([CH3:21])[CH:18]=[CH:19][CH:20]=1, predict the reactants needed to synthesize it. The reactants are: [CH3:1][O:2][C:3]1[CH:11]=[CH:10][C:6]([C:7]([OH:9])=O)=[CH:5][C:4]=1[S:12][CH2:13][CH2:14][C:15]1[CH:16]=[C:17]([CH3:21])[CH:18]=[CH:19][CH:20]=1.F[P-](F)(F)(F)(F)F.N1(OC(N(C)C)=[N+](C)C)C2N=CC=CC=2N=N1.Cl.C[O:48][C:49]([C:51]1([NH2:60])[CH2:59][C:58]2[C:53](=[CH:54][CH:55]=[CH:56][CH:57]=2)[CH2:52]1)=[O:50].[Cl-].[Li+].[OH-].[Li+]. (2) Given the product [CH3:30][O:29][C:27](=[O:28])[C:26]1[CH:31]=[CH:32][C:23](/[CH:21]=[CH:15]/[C:14](=[O:16])[C:13]2[C:8]([NH:7][C:1]3[CH:2]=[CH:3][CH:4]=[CH:5][CH:6]=3)=[N:9][C:10]([C:17]([F:20])([F:18])[F:19])=[CH:11][CH:12]=2)=[CH:24][CH:25]=1, predict the reactants needed to synthesize it. The reactants are: [C:1]1([NH:7][C:8]2[C:13]([C:14](=[O:16])[CH3:15])=[CH:12][CH:11]=[C:10]([C:17]([F:20])([F:19])[F:18])[N:9]=2)[CH:6]=[CH:5][CH:4]=[CH:3][CH:2]=1.[CH:21]([C:23]1[CH:32]=[CH:31][C:26]([C:27]([O:29][CH3:30])=[O:28])=[CH:25][CH:24]=1)=O.C[O-].[Na+].Cl. (3) Given the product [OH:18][NH:17][C:1]([N:3]1[CH2:4][CH2:5][N:6]([C:9]([O:11][C:12]([CH3:15])([CH3:14])[CH3:13])=[O:10])[CH2:7][CH2:8]1)=[NH:2], predict the reactants needed to synthesize it. The reactants are: [C:1]([N:3]1[CH2:8][CH2:7][N:6]([C:9]([O:11][C:12]([CH3:15])([CH3:14])[CH3:13])=[O:10])[CH2:5][CH2:4]1)#[N:2].Cl.[NH2:17][OH:18].C(N(CC)CC)C. (4) Given the product [CH2:21]([O:1][C:2]1[CH:3]=[CH:4][C:5]([C:8]2[CH:9]=[CH:10][C:11]([C:12]([OH:14])=[O:13])=[CH:17][CH:18]=2)=[CH:6][CH:7]=1)[CH2:20][CH3:29], predict the reactants needed to synthesize it. The reactants are: [OH:1][C:2]1[CH:7]=[CH:6][C:5]([C:8]2[CH:18]=[CH:17][C:11]([C:12]([O:14]CC)=[O:13])=[CH:10][CH:9]=2)=[CH:4][CH:3]=1.O[C:20]1[CH:29]=CC(C(OC)=O)=C[CH:21]=1.